Binary Classification. Given a T-cell receptor sequence (or CDR3 region) and an epitope sequence, predict whether binding occurs between them. From a dataset of TCR-epitope binding with 47,182 pairs between 192 epitopes and 23,139 TCRs. (1) The epitope is FVDGVPFVV. The TCR CDR3 sequence is CSVRGTDYGYTF. Result: 1 (the TCR binds to the epitope). (2) The epitope is ARMILMTHF. The TCR CDR3 sequence is CASSWAMNTEAFF. Result: 0 (the TCR does not bind to the epitope).